This data is from Full USPTO retrosynthesis dataset with 1.9M reactions from patents (1976-2016). The task is: Predict the reactants needed to synthesize the given product. (1) Given the product [Si:18]([O:17][CH:14]1[N:11]([C:8]2[S:9][CH:10]=[C:6]([C:4]([O:3][CH2:1][CH3:2])=[O:5])[N:7]=2)[CH2:16][CH2:15]1)([C:21]([CH3:24])([CH3:23])[CH3:22])([CH3:20])[CH3:19], predict the reactants needed to synthesize it. The reactants are: [CH2:1]([O:3][C:4]([C:6]1[N:7]=[C:8]([N:11]2[CH2:16][CH2:15][CH:14]([OH:17])CC2)[S:9][CH:10]=1)=[O:5])[CH3:2].[Si:18](Cl)([C:21]([CH3:24])([CH3:23])[CH3:22])([CH3:20])[CH3:19].N1C=CN=C1.C(O)C. (2) Given the product [Cl:1][C:2]1[C:7]([C:8]2[CH:13]=[CH:12][C:11]([C:14]#[N:15])=[CH:10][C:9]=2[Cl:16])=[C:6]([NH:17][C@@H:18]([CH:20]([CH3:21])[CH3:22])[CH3:19])[N:5]2[N:23]=[CH:24][C:25]([C:26]([OH:28])=[O:27])=[C:4]2[N:3]=1, predict the reactants needed to synthesize it. The reactants are: [Cl:1][C:2]1[C:7]([C:8]2[CH:13]=[CH:12][C:11]([C:14]#[N:15])=[CH:10][C:9]=2[Cl:16])=[C:6]([NH:17][C@@H:18]([CH:20]([CH3:22])[CH3:21])[CH3:19])[N:5]2[N:23]=[CH:24][C:25]([C:26]([O:28]C)=[O:27])=[C:4]2[N:3]=1.[OH-].[K+].O.Cl. (3) The reactants are: Cl.[NH2:2][C@H:3]1[C:12]2[C:7]3=[C:8]([C:13]4[N:14]([C:17]5[CH:18]=[C:19]([C:30]([O:32][CH3:33])=[O:31])[CH:20]=[CH:21][C:22]=5[C:23]=4[CH:24]4[CH2:29][CH2:28][CH2:27][CH2:26][CH2:25]4)[CH2:15][CH2:16][N:6]3[CH2:5][CH2:4]1)[CH:9]=[CH:10][CH:11]=2.C1C=CC2N(O)N=NC=2C=1.CN(C(ON1N=NC2C=CC=NC1=2)=[N+](C)C)C.F[P-](F)(F)(F)(F)F.CCN(C(C)C)C(C)C.[CH:77]([N:80]1[CH2:87][CH2:86][CH2:85][C@H:81]1[C:82](O)=[O:83])([CH3:79])[CH3:78]. Given the product [CH:24]1([C:23]2[C:22]3[CH:21]=[CH:20][C:19]([C:30]([O:32][CH3:33])=[O:31])=[CH:18][C:17]=3[N:14]3[C:13]=2[C:8]2=[C:7]4[C:12](=[CH:11][CH:10]=[CH:9]2)[C@H:3]([NH:2][C:82](=[O:83])[C@@H:81]2[CH2:85][CH2:86][CH2:87][N:80]2[CH:77]([CH3:79])[CH3:78])[CH2:4][CH2:5][N:6]4[CH2:16][CH2:15]3)[CH2:29][CH2:28][CH2:27][CH2:26][CH2:25]1, predict the reactants needed to synthesize it. (4) Given the product [CH:3]1[CH:4]=[CH:5][C:6]2[N:9]([OH:1])[N:10]=[N:20][C:19]=2[CH:8]=1, predict the reactants needed to synthesize it. The reactants are: [OH2:1].F[C:3]1[CH:4]=[CH:5][C:6]([NH:9][NH2:10])=N[CH:8]=1.C(OC(C[CH2:19][N:20]1CCC[C@H]1C(O)=O)=O)(C)(C)C. (5) Given the product [CH2:1]([N:8]1[C:20]2[CH:19]=[C:18]([C:21]3[C:22]([CH3:27])=[N:23][O:24][C:25]=3[CH3:26])[CH:17]=[C:16]([C:28]([NH2:41])=[O:30])[C:15]=2[C:14]2[C:9]1=[CH:10][CH:11]=[C:12]([S:31]([CH3:34])(=[O:32])=[O:33])[CH:13]=2)[C:2]1[CH:7]=[CH:6][CH:5]=[CH:4][CH:3]=1, predict the reactants needed to synthesize it. The reactants are: [CH2:1]([N:8]1[C:20]2[CH:19]=[C:18]([C:21]3[C:22]([CH3:27])=[N:23][O:24][C:25]=3[CH3:26])[CH:17]=[C:16]([C:28]([OH:30])=O)[C:15]=2[C:14]2[C:9]1=[CH:10][CH:11]=[C:12]([S:31]([CH3:34])(=[O:33])=[O:32])[CH:13]=2)[C:2]1[CH:7]=[CH:6][CH:5]=[CH:4][CH:3]=1.C1C=CC2N(O)N=[N:41]C=2C=1.C(Cl)CCl.N.CC(O)C. (6) Given the product [C:1]([O:5][C:6]([N:8]1[CH2:13][CH2:12][CH2:11][C@@H:10]([C:14](=[O:16])[NH:77][C@H:65]([C:66]([C:68]2[S:69][C:70]3[CH:76]=[CH:75][CH:74]=[CH:73][C:71]=3[N:72]=2)=[O:67])[CH2:64][CH2:63][CH2:62][CH2:61][NH:60][C:59]([O:58][CH2:51][C:52]2[CH:57]=[CH:56][CH:55]=[CH:54][CH:53]=2)=[O:78])[CH2:9]1)=[O:7])([CH3:2])([CH3:3])[CH3:4], predict the reactants needed to synthesize it. The reactants are: [C:1]([O:5][C:6]([N:8]1[CH2:13][CH2:12][CH2:11][C@@H:10]([C:14]([OH:16])=O)[CH2:9]1)=[O:7])([CH3:4])([CH3:3])[CH3:2].CN(C(ON1N=NC2C=CC=NC1=2)=[N+](C)C)C.F[P-](F)(F)(F)(F)F.CCN(C(C)C)C(C)C.Cl.[CH2:51]([O:58][C:59](=[O:78])[NH:60][CH2:61][CH2:62][CH2:63][CH2:64][C@H:65]([NH2:77])[C:66]([C:68]1[S:69][C:70]2[CH:76]=[CH:75][CH:74]=[CH:73][C:71]=2[N:72]=1)=[O:67])[C:52]1[CH:57]=[CH:56][CH:55]=[CH:54][CH:53]=1. (7) The reactants are: [C:1]([O:5][C:6](=[O:23])[NH:7][C@H:8]1[CH2:13][C@@H:12]([C:14]2[CH:19]=[CH:18][CH:17]=[C:16]([F:20])[C:15]=2[F:21])[CH2:11][NH:10][C:9]1=S)([CH3:4])([CH3:3])[CH3:2].[NH2:24][CH2:25][CH:26]([OH:32])[CH2:27][C:28]([F:31])([F:30])[F:29].C(N(CC)CC)C. Given the product [F:21][C:15]1[C:16]([F:20])=[CH:17][CH:18]=[CH:19][C:14]=1[C@H:12]1[CH2:11][NH:10][C:9](=[N:24][CH2:25][CH:26]([OH:32])[CH2:27][C:28]([F:31])([F:30])[F:29])[C@@H:8]([NH:7][C:6](=[O:23])[O:5][C:1]([CH3:4])([CH3:3])[CH3:2])[CH2:13]1, predict the reactants needed to synthesize it.